From a dataset of Forward reaction prediction with 1.9M reactions from USPTO patents (1976-2016). Predict the product of the given reaction. (1) Given the reactants C1CO[C:8]23OCC[O:12][C:3]2([C@:4]2([CH2:27][CH2:26][C@H:25]4[C@@H:15]([C@H:16]([OH:28])[CH2:17][CH:18]5[C@:23]4([CH3:24])[CH2:22][CH2:21][CH2:20][CH2:19]5)[C@@H:6]2[CH2:7]3)[CH3:5])O1.C([C@@H]1C2[C@](C)(CCC(=[O:49])C2)[C@@H]2[C@H]([C@H]3[C@@](CC2)(C)C(=O)CC3)C1)#N, predict the reaction product. The product is: [OH:28][C@@H:16]1[CH2:17][CH:18]2[C@:23]([CH3:24])([CH2:22][CH2:21][C:20](=[O:49])[CH2:19]2)[C@@H:25]2[C@@H:15]1[C@H:6]1[C@@:4]([CH2:27][CH2:26]2)([CH3:5])[C:3](=[O:12])[CH2:8][CH2:7]1. (2) The product is: [CH2:1]([N:3]1[C:7]2=[N:8][C:9]([CH2:42][CH3:43])=[C:10]([CH2:19][NH:20][C:21](=[O:41])[CH2:22][C:23]([NH:25][CH2:26][C:27]3[CH:28]=[C:29]([C:33]4[CH:34]=[CH:35][CH:36]=[C:37]([CH2:44][N:45]5[CH2:50][CH2:49][N:48]([CH3:53])[CH2:47][CH2:46]5)[CH:38]=4)[CH:30]=[CH:31][CH:32]=3)=[O:24])[C:11]([NH:12][CH:13]3[CH2:18][CH2:17][O:16][CH2:15][CH2:14]3)=[C:6]2[CH:5]=[N:4]1)[CH3:2]. Given the reactants [CH2:1]([N:3]1[C:7]2=[N:8][C:9]([CH2:42][CH3:43])=[C:10]([CH2:19][NH:20][C:21](=[O:41])[CH2:22][C:23]([NH:25][CH2:26][C:27]3[CH:28]=[C:29]([C:33]4[CH:38]=[CH:37][CH:36]=[C:35](C=O)[CH:34]=4)[CH:30]=[CH:31][CH:32]=3)=[O:24])[C:11]([NH:12][CH:13]3[CH2:18][CH2:17][O:16][CH2:15][CH2:14]3)=[C:6]2[CH:5]=[N:4]1)[CH3:2].[CH3:44][N:45]1[CH2:50][CH2:49][NH:48][CH2:47][CH2:46]1.[BH-](OC(C)=O)(OC(C)=O)O[C:53](C)=O.[Na+].CC(O)=O, predict the reaction product. (3) Given the reactants Cl.N1C=CN=C1N.Br[CH2:9][C:10](=O)[CH2:11][CH2:12][CH2:13][CH2:14][CH2:15][C:16]1[CH:21]=[CH:20][CH:19]=[CH:18][CH:17]=1.[C:23]([NH:30][C:31]([NH2:33])=[NH:32])([O:25][C:26]([CH3:29])([CH3:28])[CH3:27])=[O:24].O, predict the reaction product. The product is: [NH2:33][C:31]1[N:30]([C:23]([O:25][C:26]([CH3:29])([CH3:28])[CH3:27])=[O:24])[CH:9]=[C:10]([CH2:11][CH2:12][CH2:13][CH2:14][CH2:15][C:16]2[CH:21]=[CH:20][CH:19]=[CH:18][CH:17]=2)[N:32]=1. (4) Given the reactants [CH3:1][C:2]1[Se:6][C:5]([C:7]([O:9][CH3:10])=[O:8])=[CH:4][C:3]=1[N+:11]([O-])=O.Cl.[Cl-].[NH4+], predict the reaction product. The product is: [NH2:11][C:3]1[CH:4]=[C:5]([C:7]([O:9][CH3:10])=[O:8])[Se:6][C:2]=1[CH3:1]. (5) Given the reactants [Cl:1][C:2]1[CH:9]=[CH:8][C:5]([C:6]#[N:7])=[CH:4][C:3]=1[CH2:10][C@@H:11]([NH:13][C:14]1[N:19]=[C:18]([N:20]([CH3:33])[C:21]2[CH:26]=[CH:25][N:24]=[C:23]([C:27]3[CH:32]=[CH:31][CH:30]=[CH:29][CH:28]=3)[N:22]=2)[CH:17]=[CH:16][N:15]=1)[CH3:12].[BH4-].[Na+], predict the reaction product. The product is: [NH2:7][CH2:6][C:5]1[CH:8]=[CH:9][C:2]([Cl:1])=[C:3]([CH2:10][C@@H:11]([NH:13][C:14]2[N:19]=[C:18]([N:20]([CH3:33])[C:21]3[CH:26]=[CH:25][N:24]=[C:23]([C:27]4[CH:28]=[CH:29][CH:30]=[CH:31][CH:32]=4)[N:22]=3)[CH:17]=[CH:16][N:15]=2)[CH3:12])[CH:4]=1. (6) Given the reactants [F:1][C:2]1[CH:3]=[C:4]([CH:7]=[C:8]([F:11])[C:9]=1[F:10])[CH:5]=O.C1(P(C2C=CC=CC=2)(C2C=CC=CC=2)=[C:19]([CH3:25])[C:20]([O:22][CH2:23][CH3:24])=[O:21])C=CC=CC=1, predict the reaction product. The product is: [CH3:25][C:19](=[CH:5][C:4]1[CH:3]=[C:2]([F:1])[C:9]([F:10])=[C:8]([F:11])[CH:7]=1)[C:20]([O:22][CH2:23][CH3:24])=[O:21]. (7) Given the reactants [C:1]([O:11][C:12]([CH3:15])([CH3:14])[CH3:13])(=[O:10])[CH2:2][C:3]([O:5][C:6]([CH3:9])([CH3:8])[CH3:7])=[O:4].[H-].[Na+].FC(F)(F)S(O[C:24]1[CH:29]=[CH:28][C:27]([CH2:30][O:31][CH3:32])=[CH:26][C:25]=1[N+:33]([O-:35])=[O:34])(=O)=O, predict the reaction product. The product is: [CH3:32][O:31][CH2:30][C:27]1[CH:28]=[CH:29][C:24]([CH:2]([C:3]([O:5][C:6]([CH3:7])([CH3:8])[CH3:9])=[O:4])[C:1]([O:11][C:12]([CH3:15])([CH3:14])[CH3:13])=[O:10])=[C:25]([N+:33]([O-:35])=[O:34])[CH:26]=1. (8) The product is: [Br:16][C:14]1[N:13]=[N:12][C:11]([NH2:15])=[N:10][C:9]=1[C:3]1[CH:4]=[CH:5][C:6]([F:8])=[CH:7][C:2]=1[F:1]. Given the reactants [F:1][C:2]1[CH:7]=[C:6]([F:8])[CH:5]=[CH:4][C:3]=1[C:9]1[N:10]=[C:11]([NH2:15])[N:12]=[N:13][CH:14]=1.[Br:16]N1C(=O)CCC1=O, predict the reaction product. (9) The product is: [CH3:1][C:2]1[C:6]([C:7]2[CH:8]=[C:9]3[C:10]([C:16]([OH:17])=[C:15]([C:21]([O:23][CH2:24][CH3:25])=[O:22])[CH:14]=[N:13]3)=[CH:11][CH:12]=2)=[C:5]([CH3:26])[O:4][N:3]=1. Given the reactants [CH3:1][C:2]1[C:6]([C:7]2[CH:8]=[C:9]([NH:13][CH:14]=[C:15]([C:21]([O:23][CH2:24][CH3:25])=[O:22])[C:16](OCC)=[O:17])[CH:10]=[CH:11][CH:12]=2)=[C:5]([CH3:26])[O:4][N:3]=1.C1(OC2C=CC=CC=2)C=CC=CC=1, predict the reaction product.